Dataset: Forward reaction prediction with 1.9M reactions from USPTO patents (1976-2016). Task: Predict the product of the given reaction. The product is: [CH:3]1([C:6]2[CH:11]=[C:10]([CH2:12][N:13]3[CH2:16][C:15]4([CH2:20][C:19]([C@H:21]5[CH2:22][CH2:23][C@H:24]([C:27]([OH:29])=[O:28])[CH2:25][CH2:26]5)=[N:18][O:17]4)[CH2:14]3)[C:9]([O:31][CH3:32])=[CH:8][C:7]=2[C:33]2[CH:38]=[CH:37][C:36]([F:39])=[CH:35][CH:34]=2)[CH2:5][CH2:4]1. Given the reactants [OH-].[Na+].[CH:3]1([C:6]2[CH:11]=[C:10]([CH2:12][N:13]3[CH2:16][C:15]4([CH2:20][C:19]([C@H:21]5[CH2:26][CH2:25][C@H:24]([C:27]([O:29]C)=[O:28])[CH2:23][CH2:22]5)=[N:18][O:17]4)[CH2:14]3)[C:9]([O:31][CH3:32])=[CH:8][C:7]=2[C:33]2[CH:38]=[CH:37][C:36]([F:39])=[CH:35][CH:34]=2)[CH2:5][CH2:4]1, predict the reaction product.